Dataset: Catalyst prediction with 721,799 reactions and 888 catalyst types from USPTO. Task: Predict which catalyst facilitates the given reaction. (1) The catalyst class is: 4. Reactant: [C:1]([C:3]1([N:6]2[CH2:11][C:10]3([CH2:16][CH2:15][N:14](C(OC(C)(C)C)=O)[CH2:13][CH2:12]3)[O:9][CH2:8][C:7]2=[O:24])[CH2:5][CH2:4]1)#[N:2].Cl.[O:26]1CCOCC1.C(N(CC)CC)C.[Br:39][C:40]1[CH:45]=[CH:44][C:43]([S:46](Cl)(=[O:48])=[O:47])=[CH:42][CH:41]=1. Product: [Br:39][C:40]1[CH:45]=[CH:44][C:43]([S:46]([N:14]2[CH2:13][CH2:12][C:10]3([O:9][CH2:8][C:7](=[O:24])[N:6]([C:3]4([C:1]([NH2:2])=[O:26])[CH2:4][CH2:5]4)[CH2:11]3)[CH2:16][CH2:15]2)(=[O:48])=[O:47])=[CH:42][CH:41]=1. (2) Reactant: [F:1][C:2]1[CH:11]=[CH:10][CH:9]=[C:8]2[C:3]=1[CH:4]=[CH:5][CH:6]=[C:7]2[CH2:12][C:13]([O:15]CC)=[O:14].[OH-].[Na+]. Product: [F:1][C:2]1[CH:11]=[CH:10][CH:9]=[C:8]2[C:3]=1[CH:4]=[CH:5][CH:6]=[C:7]2[CH2:12][C:13]([OH:15])=[O:14]. The catalyst class is: 8. (3) Reactant: C(OC([N:8]1[C:16]2[C:11](=[CH:12][CH:13]=[CH:14][CH:15]=2)[C:10]([C:17]2[CH:18]=[N:19][CH:20]=[C:21]([C@@H:23]3[CH2:27][CH2:26][CH2:25][N:24]3C(C3C=CC(OC)=CC=3)C)[CH:22]=2)=[CH:9]1)=O)(C)(C)C. Product: [NH:24]1[CH2:25][CH2:26][CH2:27][C@H:23]1[C:21]1[CH:22]=[C:17]([C:10]2[C:11]3[C:16](=[CH:15][CH:14]=[CH:13][CH:12]=3)[NH:8][CH:9]=2)[CH:18]=[N:19][CH:20]=1. The catalyst class is: 67. (4) Reactant: N1C=CN=CC=1C(N[C@H:10]([C:18]([NH:20][C@H:21]([C:29](O)=O)[CH2:22]C1C=CC=CC=1)=O)CC1C=CC=CC=1)=O.[CH:32]1[CH:33]=CC2N(O)N=NC=2[CH:37]=1.Cl.C(N=C=NCCCN(C)C)C. Product: [CH:32]([N:20]([CH2:18][CH3:10])[CH:21]([CH3:22])[CH3:29])([CH3:33])[CH3:37]. The catalyst class is: 1.